Task: Predict the reaction yield, written as a fraction of the theoretical maximum amount of product (1.0 means a 100% yield; for example, 0.34 means a 34% yield).. Dataset: Reaction yield outcomes from USPTO patents with 853,638 reactions (1) The catalyst is O1CCCC1. The reactants are C(OP([CH:9]([CH2:17][C:18]1[N:19]=[CH:20][S:21][CH:22]=1)[C:10]([O:12][C:13]([CH3:16])([CH3:15])[CH3:14])=[O:11])(OCC)=O)C.[H-].[Na+].[CH2:25]=O. The yield is 0.920. The product is [S:21]1[CH:22]=[C:18]([CH2:17][C:9](=[CH2:25])[C:10]([O:12][C:13]([CH3:14])([CH3:15])[CH3:16])=[O:11])[N:19]=[CH:20]1. (2) The reactants are [CH:1]([C:3]1[S:7][C:6]([C:8]([O:10][CH3:11])=[O:9])=[C:5]([C:12]2[CH:17]=[CH:16][CH:15]=[CH:14][CH:13]=2)[CH:4]=1)=O.[CH3:18][NH:19][CH2:20][C:21]1[CH:26]=[CH:25][CH:24]=[CH:23][CH:22]=1.C(O[BH-](OC(=O)C)OC(=O)C)(=O)C.[Na+]. The catalyst is ClCCCl.C(Cl)Cl. The product is [CH2:20]([N:19]([CH2:1][C:3]1[S:7][C:6]([C:8]([O:10][CH3:11])=[O:9])=[C:5]([C:12]2[CH:17]=[CH:16][CH:15]=[CH:14][CH:13]=2)[CH:4]=1)[CH3:18])[C:21]1[CH:26]=[CH:25][CH:24]=[CH:23][CH:22]=1. The yield is 0.940.